This data is from Full USPTO retrosynthesis dataset with 1.9M reactions from patents (1976-2016). The task is: Predict the reactants needed to synthesize the given product. (1) Given the product [N:26]1([NH:25][C:22]([C:19]2[N:20]=[N:21][C:16]([O:15][CH2:14][C:9]3[N:10]([CH3:13])[N:11]=[N:12][C:8]=3[C:5]3[CH:4]=[CH:3][C:2]([F:1])=[CH:7][N:6]=3)=[CH:17][CH:18]=2)=[O:24])[CH2:31][CH2:30][O:29][CH2:28][CH2:27]1, predict the reactants needed to synthesize it. The reactants are: [F:1][C:2]1[CH:3]=[CH:4][C:5]([C:8]2[N:12]=[N:11][N:10]([CH3:13])[C:9]=2[CH2:14][O:15][C:16]2[N:21]=[N:20][C:19]([C:22]([OH:24])=O)=[CH:18][CH:17]=2)=[N:6][CH:7]=1.[NH2:25][N:26]1[CH2:31][CH2:30][O:29][CH2:28][CH2:27]1. (2) Given the product [S:21]([C:16]1[CH:17]=[CH:18][CH:19]=[CH:20][C:15]=1[NH:14][S:10]([C:6]1[CH:5]=[C:4]2[C:9](=[CH:8][CH:7]=1)[CH2:1][CH2:2][CH2:3]2)(=[O:12])=[O:11])(=[O:22])(=[O:23])[NH2:24], predict the reactants needed to synthesize it. The reactants are: [CH2:1]1[C:9]2[C:4](=[CH:5][C:6]([S:10](Cl)(=[O:12])=[O:11])=[CH:7][CH:8]=2)[CH2:3][CH2:2]1.[NH2:14][C:15]1[CH:20]=[CH:19][CH:18]=[CH:17][C:16]=1[S:21]([NH2:24])(=[O:23])=[O:22]. (3) Given the product [F:17][CH2:16][C:4]1([CH2:18][F:19])[CH:3]=[C:2]([C:25](=[S:32])[O:26][CH2:27][CH3:28])[C:7]2[CH:8]=[C:9]([C:12]([F:15])([F:14])[F:13])[CH:10]=[CH:11][C:6]=2[O:5]1, predict the reactants needed to synthesize it. The reactants are: Br[C:2]1[C:7]2[CH:8]=[C:9]([C:12]([F:15])([F:14])[F:13])[CH:10]=[CH:11][C:6]=2[O:5][C:4]([CH2:18][F:19])([CH2:16][F:17])[CH:3]=1.C([Li])CCC.[C:25](=[S:32])(OCC)[O:26][CH2:27][CH3:28].[Cl-].[NH4+]. (4) Given the product [O:1]([C:8]1[CH:29]=[CH:28][C:11]([O:12][C:13]2[C:14]3[N:21]([CH2:22][CH:23]4[CH2:27][CH2:26][CH2:25][N:24]4[C:35]#[N:36])[CH:20]=[CH:19][C:15]=3[N:16]=[CH:17][N:18]=2)=[CH:10][CH:9]=1)[C:2]1[CH:7]=[CH:6][CH:5]=[CH:4][CH:3]=1, predict the reactants needed to synthesize it. The reactants are: [O:1]([C:8]1[CH:29]=[CH:28][C:11]([O:12][C:13]2[C:14]3[N:21]([CH2:22][CH:23]4[CH2:27][CH2:26][CH2:25][NH:24]4)[CH:20]=[CH:19][C:15]=3[N:16]=[CH:17][N:18]=2)=[CH:10][CH:9]=1)[C:2]1[CH:7]=[CH:6][CH:5]=[CH:4][CH:3]=1.C(=O)(O)[O-].[Na+].[C:35](Br)#[N:36]. (5) The reactants are: [N:1]([CH2:4][CH2:5][CH2:6][C:7]1([C:32]2[CH:37]=[CH:36][CH:35]=[CH:34][CH:33]=2)[N:11]([C:12](=[O:23])[CH:13]([NH:15]C(=O)OC(C)(C)C)[CH3:14])[N:10]=[C:9]([C:24]2[CH:29]=[C:28]([F:30])[CH:27]=[CH:26][C:25]=2[F:31])[S:8]1)=[N+:2]=[N-:3].Cl. Given the product [NH2:15][CH:13]([CH3:14])[C:12]([N:11]1[N:10]=[C:9]([C:24]2[CH:29]=[C:28]([F:30])[CH:27]=[CH:26][C:25]=2[F:31])[S:8][C:7]1([CH2:6][CH2:5][CH2:4][N:1]=[N+:2]=[N-:3])[C:32]1[CH:37]=[CH:36][CH:35]=[CH:34][CH:33]=1)=[O:23], predict the reactants needed to synthesize it.